Dataset: Cav3 T-type calcium channel HTS with 100,875 compounds. Task: Binary Classification. Given a drug SMILES string, predict its activity (active/inactive) in a high-throughput screening assay against a specified biological target. (1) The drug is O=C1N2CCCCCC2=N/C1=C/c1cc(OC)c(OC)cc1. The result is 0 (inactive). (2) The molecule is O=C(N(n1cnnc1)C)Cc1ccccc1. The result is 0 (inactive).